Dataset: Catalyst prediction with 721,799 reactions and 888 catalyst types from USPTO. Task: Predict which catalyst facilitates the given reaction. (1) Reactant: [F:1][C:2]1[CH:7]=[CH:6][C:5]([CH2:8][C:9]([N:11]=[C:12]=[S:13])=[O:10])=[CH:4][CH:3]=1.[NH2:14][C:15]1[CH:43]=[CH:42][C:18]([O:19][C:20]2[CH:25]=[CH:24][N:23]=[C:22]([NH:26][C:27]([N:29]3[CH2:34][CH2:33][CH:32]([N:35]4[CH2:40][CH2:39][CH:38]([OH:41])[CH2:37][CH2:36]4)[CH2:31][CH2:30]3)=[O:28])[CH:21]=2)=[CH:17][CH:16]=1.C12(CS(O)(=O)=O)C(C)(C)C(CC1)CC2=O. Product: [OH:41][CH:38]1[CH2:39][CH2:40][N:35]([CH:32]2[CH2:33][CH2:34][N:29]([C:27]([NH:26][C:22]3[CH:21]=[C:20]([O:19][C:18]4[CH:17]=[CH:16][C:15]([NH:14][C:12]([NH:11][C:9](=[O:10])[CH2:8][C:5]5[CH:4]=[CH:3][C:2]([F:1])=[CH:7][CH:6]=5)=[S:13])=[CH:43][CH:42]=4)[CH:25]=[CH:24][N:23]=3)=[O:28])[CH2:30][CH2:31]2)[CH2:36][CH2:37]1. The catalyst class is: 234. (2) Reactant: [Cl:1][C:2]1[C:3]([F:45])=[C:4]([C@@H:8]2[C@:12]([C:15]3[CH:20]=[CH:19][C:18]([Cl:21])=[CH:17][C:16]=3[F:22])([C:13]#[N:14])[C@H:11]([CH2:23][C:24]([CH3:27])([CH3:26])[CH3:25])[NH:10][C@H:9]2[C:28]([NH:30][C:31]2[CH:39]=[CH:38][C:34](C(O)=O)=[CH:33][C:32]=2[O:40]C(F)(F)F)=[O:29])[CH:5]=[CH:6][CH:7]=1.[CH3:46]OCCOC.C=O.Cl. Product: [Cl:1][C:2]1[C:3]([F:45])=[C:4]([C@H:8]2[C@H:9]3[N:10]([CH2:46][N:30]([C:31]4[CH:39]=[CH:38][CH:34]=[CH:33][C:32]=4[OH:40])[C:28]3=[O:29])[C@@H:11]([CH2:23][C:24]([CH3:26])([CH3:27])[CH3:25])[C@@:12]2([C:15]2[CH:20]=[CH:19][C:18]([Cl:21])=[CH:17][C:16]=2[F:22])[C:13]#[N:14])[CH:5]=[CH:6][CH:7]=1. The catalyst class is: 6.